From a dataset of Reaction yield outcomes from USPTO patents with 853,638 reactions. Predict the reaction yield, written as a fraction of the theoretical maximum amount of product (1.0 means a 100% yield; for example, 0.34 means a 34% yield). (1) The reactants are [F:1][C:2]1[CH:9]=[CH:8][C:5]([C:6]#N)=[C:4]([CH3:10])[CH:3]=1.[OH-:11].[K+].Cl.[OH2:14]. No catalyst specified. The product is [F:1][C:2]1[CH:9]=[CH:8][C:5]([C:6]([OH:14])=[O:11])=[C:4]([CH3:10])[CH:3]=1. The yield is 0.920. (2) The reactants are C(=O)([O-])[O-].[K+].[K+].O.[OH:8][C:9]1[CH:13]=[CH:12][S:11][C:10]=1[C:14]([C:16]1[CH:21]=[CH:20][C:19]([O:22][C:23]([F:26])([F:25])[F:24])=[CH:18][CH:17]=1)=[O:15].[C:27]([O:30][C@@H:31]1[C@@H:36]([O:37][C:38](=[O:40])[CH3:39])[C@H:35]([O:41][C:42](=[O:44])[CH3:43])[C@@H:34]([CH2:45][O:46][C:47](=[O:49])[CH3:48])[O:33][C@@H:32]1Br)(=[O:29])[CH3:28]. The catalyst is [Cl-].C([N+](CCCC)(CCCC)CCCC)C1C=CC=CC=1.ClCCl. The product is [C:27]([O:30][CH:31]1[CH:36]([O:37][C:38](=[O:40])[CH3:39])[CH:35]([O:41][C:42](=[O:44])[CH3:43])[CH:34]([CH2:45][O:46][C:47](=[O:49])[CH3:48])[O:33][CH:32]1[O:8][C:9]1[CH:13]=[CH:12][S:11][C:10]=1[C:14](=[O:15])[C:16]1[CH:17]=[CH:18][C:19]([O:22][C:23]([F:26])([F:24])[F:25])=[CH:20][CH:21]=1)(=[O:29])[CH3:28]. The yield is 0.900.